From a dataset of Forward reaction prediction with 1.9M reactions from USPTO patents (1976-2016). Predict the product of the given reaction. Given the reactants [F:1][C:2]1([F:17])[CH2:7][CH2:6][CH:5]([CH2:8][NH:9]C(=O)OC(C)(C)C)[CH2:4][CH2:3]1.C([SiH](CC)CC)C.[F:25][C:26]([F:31])([F:30])[C:27]([OH:29])=[O:28], predict the reaction product. The product is: [F:1][C:2]1([F:17])[CH2:7][CH2:6][CH:5]([CH2:8][NH2:9])[CH2:4][CH2:3]1.[F:25][C:26]([F:31])([F:30])[C:27]([OH:29])=[O:28].